From a dataset of Reaction yield outcomes from USPTO patents with 853,638 reactions. Predict the reaction yield, written as a fraction of the theoretical maximum amount of product (1.0 means a 100% yield; for example, 0.34 means a 34% yield). (1) The reactants are [CH:1]([O:4][C:5]1[CH:10]=[CH:9][CH:8]=[CH:7][C:6]=1[OH:11])([CH3:3])[CH3:2].F[C:13]1[CH:18]=[CH:17][CH:16]=[CH:15][C:14]=1[N+:19]([O-:21])=[O:20].[CH3:22][O:23]C1C=CC=CC=1OC1C=CC=CC=1N.[CH:38]([O:41][C:42]1[CH:55]=[CH:54][CH:53]=[CH:52][C:43]=1[O:44][C:45]1[CH:51]=[CH:50][CH:49]=[CH:48][C:46]=1[NH2:47])([CH3:40])[CH3:39].[NH2:56][C:57]1[S:58][CH:59]=[CH:60][N:61]=1. No catalyst specified. The product is [CH:1]([O:4][C:5]1[CH:10]=[CH:9][CH:8]=[CH:7][C:6]=1[O:11][C:13]1[CH:18]=[CH:17][CH:16]=[CH:15][C:14]=1[N+:19]([O-:21])=[O:20])([CH3:3])[CH3:2].[CH:38]([O:41][C:42]1[CH:55]=[CH:54][CH:53]=[CH:52][C:43]=1[O:44][C:45]1[CH:51]=[CH:50][CH:49]=[CH:48][C:46]=1[NH:47][C:22]([NH:56][C:57]1[S:58][CH:59]=[CH:60][N:61]=1)=[O:23])([CH3:40])[CH3:39]. The yield is 0.690. (2) The reactants are [CH:1]1([N:4]2[CH2:9][CH2:8][N:7]([C:10]3[N:11]=[N:12][C:13]([C:16]4[CH:21]=[CH:20][CH:19]=[C:18]([N+:22]([O-])=O)[CH:17]=4)=[CH:14][CH:15]=3)[CH2:6][CH2:5]2)[CH2:3][CH2:2]1.O. The catalyst is C(O)C.[Fe]. The product is [CH:1]1([N:4]2[CH2:5][CH2:6][N:7]([C:10]3[N:11]=[N:12][C:13]([C:16]4[CH:17]=[C:18]([NH2:22])[CH:19]=[CH:20][CH:21]=4)=[CH:14][CH:15]=3)[CH2:8][CH2:9]2)[CH2:3][CH2:2]1. The yield is 0.710.